This data is from Reaction yield outcomes from USPTO patents with 853,638 reactions. The task is: Predict the reaction yield, written as a fraction of the theoretical maximum amount of product (1.0 means a 100% yield; for example, 0.34 means a 34% yield). (1) The reactants are Cl[C:2]1[N:7]=[CH:6][N:5]=[C:4]([O:8][C:9]2[CH:14]=[CH:13][CH:12]=[CH:11][C:10]=2/[C:15](=[CH:20]\[O:21][CH3:22])/[C:16]([O:18][CH3:19])=[O:17])[CH:3]=1.[CH3:23][S-:24].[Na+].O.CCOCC. The catalyst is C(Cl)(Cl)Cl.[Br-].C([N+](CCCC)(CCCC)CCCC)CCC.CCCCCC. The product is [CH3:23][S:24][C:2]1[N:7]=[CH:6][N:5]=[C:4]([O:8][C:9]2[CH:14]=[CH:13][CH:12]=[CH:11][C:10]=2/[C:15](=[CH:20]\[O:21][CH3:22])/[C:16]([O:18][CH3:19])=[O:17])[CH:3]=1. The yield is 0.890. (2) The reactants are [Br:1][C:2]1[O:18][C:5]2[N:6]=[CH:7][N:8]=[C:9]([NH:10]C(=O)OC(C)(C)C)[C:4]=2[C:3]=1[C:19]1[CH:24]=[CH:23][C:22]([NH:25][C:26]([NH:28][C:29]2[CH:34]=[CH:33][CH:32]=[C:31]([CH3:35])[CH:30]=2)=[O:27])=[CH:21][CH:20]=1.C(O)(C(F)(F)F)=O. The catalyst is ClCCl. The product is [NH2:10][C:9]1[C:4]2[C:3]([C:19]3[CH:24]=[CH:23][C:22]([NH:25][C:26]([NH:28][C:29]4[CH:34]=[CH:33][CH:32]=[C:31]([CH3:35])[CH:30]=4)=[O:27])=[CH:21][CH:20]=3)=[C:2]([Br:1])[O:18][C:5]=2[N:6]=[CH:7][N:8]=1. The yield is 0.880. (3) The reactants are [CH3:1][O:2][C:3]1[CH:4]=[C:5]([C:9]2[C:10]([C:25]3[CH:30]=[CH:29][N:28]=[CH:27][CH:26]=3)=[N:11][N:12]3[C:17]([C:18]4[CH:23]=[CH:22][N+:21]([O-])=[CH:20][CH:19]=4)=[CH:16][CH:15]=[N:14][C:13]=23)[CH:6]=[CH:7][CH:8]=1.O=P(Cl)(Cl)[Cl:33]. No catalyst specified. The product is [Cl:33][C:22]1[CH:23]=[C:18]([C:17]2[N:12]3[N:11]=[C:10]([C:25]4[CH:30]=[CH:29][N:28]=[CH:27][CH:26]=4)[C:9]([C:5]4[CH:6]=[CH:7][CH:8]=[C:3]([O:2][CH3:1])[CH:4]=4)=[C:13]3[N:14]=[CH:15][CH:16]=2)[CH:19]=[CH:20][N:21]=1. The yield is 0.990. (4) The catalyst is CC(O)=O. The product is [NH2:3][C:4]1[N:13]=[CH:12][C:11]([Br:1])=[CH:10][C:5]=1[C:6]([O:8][CH3:9])=[O:7]. The reactants are [Br:1]Br.[NH2:3][C:4]1[N:13]=[CH:12][CH:11]=[CH:10][C:5]=1[C:6]([O:8][CH3:9])=[O:7]. The yield is 0.980. (5) The reactants are I[C:2]1[CH:10]2[CH:5]([N:6]=[CH:7][N:8]=[C:9]2[NH:11][CH3:12])[N:4]([CH:13]([CH3:15])[CH3:14])[CH:3]=1.COC(O)C(O)OC.O[C:25]1[CH:26]=[C:27](B(O)O)[CH:28]=[CH:29][CH:30]=1.C(=O)([O-])[O-].[Na+].[Na+]. No catalyst specified. The product is [CH:13]([N:4]1[CH:5]2[N:6]=[CH:7][N:8]=[C:9]([NH:11][CH3:12])[CH:10]2[C:2]([C:25]2[CH:26]=[CH:27][CH:28]=[CH:29][CH:30]=2)=[CH:3]1)([CH3:15])[CH3:14]. The yield is 0.707. (6) The reactants are Cl.[CH3:2][CH:3]1[CH2:7][NH:6][CH2:5][CH:4]1[C:8]1[NH:13][C:12](=[O:14])[C:11]2=[CH:15][N:16]=[C:17]([CH:18]3[CH2:23][CH2:22][O:21][CH2:20][CH2:19]3)[N:10]2[N:9]=1.[F:24][C:25]1[CH:32]=[CH:31][C:28]([CH:29]=O)=[CH:27][CH:26]=1.[BH3-]C#N.[Na+]. The catalyst is ClCCCl.C(O)(=O)C. The product is [F:24][C:25]1[CH:32]=[CH:31][C:28]([CH2:29][N:6]2[CH2:7][CH:3]([CH3:2])[CH:4]([C:8]3[NH:13][C:12](=[O:14])[C:11]4=[CH:15][N:16]=[C:17]([CH:18]5[CH2:23][CH2:22][O:21][CH2:20][CH2:19]5)[N:10]4[N:9]=3)[CH2:5]2)=[CH:27][CH:26]=1. The yield is 0.210. (7) The reactants are Cl.[CH3:2][NH2:3].[Cl:4][C:5]1[N:6]([S:19]([C:22]2[CH:23]=[N:24][CH:25]=[CH:26][CH:27]=2)(=[O:21])=[O:20])[C:7]([C:12]2[CH:17]=[CH:16][CH:15]=[CH:14][C:13]=2[F:18])=[CH:8][C:9]=1[CH:10]=[O:11].[C:38]([O:37][BH-]([O:37][C:38](=[O:40])[CH3:39])[O:37][C:38](=[O:40])[CH3:39])(=[O:40])[CH3:39].[Na+].C[OH:43]. No catalyst specified. The product is [C:38]([OH:37])(=[O:40])/[CH:39]=[CH:9]/[C:10]([OH:11])=[O:43].[Cl:4][C:5]1[N:6]([S:19]([C:22]2[CH:23]=[N:24][CH:25]=[CH:26][CH:27]=2)(=[O:21])=[O:20])[C:7]([C:12]2[CH:17]=[CH:16][CH:15]=[CH:14][C:13]=2[F:18])=[CH:8][C:9]=1[CH2:10][NH:3][CH3:2]. The yield is 0.290. (8) The reactants are [NH2:1][C:2]1[C:11]2[CH:10]=[CH:9][C:8]([F:12])=[C:7](I)[C:6]=2[N:5]=[C:4]2[CH2:14][N:15]([CH2:18][CH2:19][CH3:20])[C:16](=[O:17])[C:3]=12.[CH3:21][O:22][C:23]1[C:28](B(O)O)=[CH:27][CH:26]=[C:25]([O:32][CH3:33])[N:24]=1. No catalyst specified. The product is [NH2:1][C:2]1[C:11]2[CH:10]=[CH:9][C:8]([F:12])=[C:7]([C:28]3[C:23]([O:22][CH3:21])=[N:24][C:25]([O:32][CH3:33])=[CH:26][CH:27]=3)[C:6]=2[N:5]=[C:4]2[CH2:14][N:15]([CH2:18][CH2:19][CH3:20])[C:16](=[O:17])[C:3]=12. The yield is 0.720.